This data is from Peptide-MHC class I binding affinity with 185,985 pairs from IEDB/IMGT. The task is: Regression. Given a peptide amino acid sequence and an MHC pseudo amino acid sequence, predict their binding affinity value. This is MHC class I binding data. (1) The peptide sequence is VALFSSCPVAY. The binding affinity (normalized) is 0.0847. The MHC is HLA-B14:02 with pseudo-sequence HLA-B14:02. (2) The peptide sequence is ESLLHQASW. The MHC is HLA-B58:01 with pseudo-sequence HLA-B58:01. The binding affinity (normalized) is 0.898. (3) The peptide sequence is HWFSRENSY. The MHC is HLA-A30:02 with pseudo-sequence HLA-A30:02. The binding affinity (normalized) is 0.491.